This data is from Catalyst prediction with 721,799 reactions and 888 catalyst types from USPTO. The task is: Predict which catalyst facilitates the given reaction. (1) Reactant: [OH:1][C:2]1[CH:7]=[CH:6][C:5]([C:8]2[CH:9]=[C:10]3[C:14](=[CH:15][CH:16]=2)[N:13]([C:17]([O:19][C:20]([CH3:23])([CH3:22])[CH3:21])=[O:18])[CH:12]=[CH:11]3)=[CH:4][CH:3]=1.[CH:24]1([CH2:30]Br)[CH2:29][CH2:28][CH2:27][CH2:26][CH2:25]1.C([O-])([O-])=O.[K+].[K+]. The catalyst class is: 3. Product: [C:20]([O:19][C:17]([N:13]1[C:14]2[C:10](=[CH:9][C:8]([C:5]3[CH:4]=[CH:3][C:2]([O:1][CH2:30][CH:24]4[CH2:29][CH2:28][CH2:27][CH2:26][CH2:25]4)=[CH:7][CH:6]=3)=[CH:16][CH:15]=2)[CH2:11][CH2:12]1)=[O:18])([CH3:23])([CH3:22])[CH3:21]. (2) Reactant: [NH2:1][CH:2]1[CH2:7][CH2:6][CH2:5][N:4]([C:8]([O:10][C:11]([CH3:14])([CH3:13])[CH3:12])=[O:9])[CH2:3]1.C(N(CC)CC)C.[I:22][C:23]1[CH:31]=[CH:30][C:26]([C:27](Cl)=[O:28])=[CH:25][CH:24]=1. Product: [I:22][C:23]1[CH:31]=[CH:30][C:26]([C:27]([NH:1][CH:2]2[CH2:7][CH2:6][CH2:5][N:4]([C:8]([O:10][C:11]([CH3:14])([CH3:13])[CH3:12])=[O:9])[CH2:3]2)=[O:28])=[CH:25][CH:24]=1. The catalyst class is: 1. (3) Product: [CH3:22][C:23]1([CH3:32])[CH2:28][CH:27]([OH:29])[CH2:26][C:25]([CH3:31])([CH3:30])[N:24]1[N:12]=[N:9][C:8]1[CH:10]=[CH:11][C:5]([N+:2]([O-:4])=[O:3])=[CH:6][CH:7]=1. Reactant: Cl.[N+:2]([C:5]1[CH:11]=[CH:10][C:8]([NH2:9])=[CH:7][CH:6]=1)([O-:4])=[O:3].[N:12]([O-])=O.[Na+].F[B-](F)(F)F.[Na+].[CH3:22][C:23]1([CH3:32])[CH2:28][CH:27]([OH:29])[CH2:26][C:25]([CH3:31])([CH3:30])[NH:24]1. The catalyst class is: 192. (4) Reactant: [B:10]1([B:10]2[O:14][C:13]([CH3:16])([CH3:15])[C:12]([CH3:18])([CH3:17])[O:11]2)[O:14][C:13]([CH3:16])([CH3:15])[C:12]([CH3:18])([CH3:17])[O:11]1.CS(C)=O.[CH2:23]([C:30]1[O:31][C:32]2[CH:52]=[CH:51][CH:50]=[CH:49][C:33]=2[C:34]=1[C:35]1[CH:40]=[CH:39][C:38](OS(C(F)(F)F)(=O)=O)=[CH:37][CH:36]=1)[C:24]1[CH:29]=[CH:28][CH:27]=[CH:26][CH:25]=1.C([O-])(=O)C.[K+]. Product: [CH2:23]([C:30]1[O:31][C:32]2[CH:52]=[CH:51][CH:50]=[CH:49][C:33]=2[C:34]=1[C:35]1[CH:36]=[CH:37][C:38]([B:10]2[O:11][C:12]([CH3:17])([CH3:18])[C:13]([CH3:15])([CH3:16])[O:14]2)=[CH:39][CH:40]=1)[C:24]1[CH:25]=[CH:26][CH:27]=[CH:28][CH:29]=1. The catalyst class is: 27.